Predict the reactants needed to synthesize the given product. From a dataset of Full USPTO retrosynthesis dataset with 1.9M reactions from patents (1976-2016). (1) Given the product [IH:11].[Cl:1][C:2]1[CH:3]=[C:4]([CH:7]=[CH:8][C:9]=1[Cl:10])[CH2:5][NH:6][C:14]1[NH:18][CH2:17][CH2:16][N:15]=1, predict the reactants needed to synthesize it. The reactants are: [Cl:1][C:2]1[CH:3]=[C:4]([CH:7]=[CH:8][C:9]=1[Cl:10])[CH2:5][NH2:6].[IH:11].CS[C:14]1[NH:15][CH2:16][CH2:17][N:18]=1. (2) The reactants are: C(N(CC)CC)C.Cl.[Cl:9][C:10]1[CH:11]=[C:12]2[C:16](=[CH:17][CH:18]=1)[NH:15][CH:14]=[C:13]2[CH2:19][CH2:20][NH2:21].[I:22][C:23]1[CH:31]=[CH:30][CH:29]=[CH:28][C:24]=1[C:25](Cl)=[O:26]. Given the product [Cl:9][C:10]1[CH:11]=[C:12]2[C:16](=[CH:17][CH:18]=1)[NH:15][CH:14]=[C:13]2[CH2:19][CH2:20][NH:21][C:25](=[O:26])[C:24]1[CH:28]=[CH:29][CH:30]=[CH:31][C:23]=1[I:22], predict the reactants needed to synthesize it. (3) Given the product [Br:17][C:18]1[CH:19]=[C:20]([CH2:21][NH:13][C:12]2[CH:14]=[CH:15][C:9]([B:4]3[O:3][C:2]([CH3:16])([CH3:1])[C:6]([CH3:7])([CH3:8])[O:5]3)=[CH:10][CH:11]=2)[CH:23]=[CH:24][CH:25]=1, predict the reactants needed to synthesize it. The reactants are: [CH3:1][C:2]1([CH3:16])[C:6]([CH3:8])([CH3:7])[O:5][B:4]([C:9]2[CH:15]=[CH:14][C:12]([NH2:13])=[CH:11][CH:10]=2)[O:3]1.[Br:17][C:18]1[CH:19]=[C:20]([CH:23]=[CH:24][CH:25]=1)[CH:21]=O.C(O[BH-](OC(=O)C)OC(=O)C)(=O)C.[Na+].[Cl-].[NH4+]. (4) Given the product [Cl:15][C:16]1[N:21]=[C:20]([CH2:22][C:24]2[C:25]([C:39]3[CH:44]=[CH:43][CH:42]=[CH:41][CH:40]=3)=[N:26][N:27]3[CH:32]=[C:31]([O:37][CH3:38])[CH:30]=[CH:29][C:28]=23)[CH:19]=[N:18][CH:17]=1, predict the reactants needed to synthesize it. The reactants are: C([SiH](CC)CC)C.FC(F)(F)C(O)=O.[Cl:15][C:16]1[N:21]=[C:20]([CH:22]([C:24]2[C:25]([C:39]3[CH:44]=[CH:43][CH:42]=[CH:41][CH:40]=3)=[N:26][N:27]3[C:32]([Si](C)(C)C)=[C:31]([O:37][CH3:38])[CH:30]=[CH:29][C:28]=23)O)[CH:19]=[N:18][CH:17]=1.C(=O)(O)[O-].[Na+].